Predict the reactants needed to synthesize the given product. From a dataset of Full USPTO retrosynthesis dataset with 1.9M reactions from patents (1976-2016). (1) Given the product [BrH:14].[CH2:7]1[C:5]2([CH2:4][CH2:3][N:2]=[C:13]([NH2:12])[NH:8]2)[CH2:6]1, predict the reactants needed to synthesize it. The reactants are: Br.[NH2:2][CH2:3][CH2:4][C:5]1([NH2:8])[CH2:7][CH2:6]1.C[O-].[Na+].[N:12]#[C:13][Br:14]. (2) Given the product [C:1]([NH:5][C:6]([N:8]1[CH2:13][CH2:12][N:11]2[CH:14]=[C:15]([C:20]3[CH:25]=[CH:24][CH:23]=[CH:22][CH:21]=3)[C:16]([C:17]([NH2:19])=[O:18])=[C:10]2[CH2:9]1)=[O:7])([CH3:4])([CH3:2])[CH3:3], predict the reactants needed to synthesize it. The reactants are: [C:1]([NH:5][C:6]([N:8]1[CH2:13][CH2:12][N:11]2[C:14](Cl)=[C:15]([C:20]3[CH:25]=[CH:24][CH:23]=[CH:22][CH:21]=3)[C:16]([C:17]([NH2:19])=[O:18])=[C:10]2[CH2:9]1)=[O:7])([CH3:4])([CH3:3])[CH3:2].C([O-])=O.[NH4+]. (3) Given the product [C:1]([O:5][C:6]([NH:8][CH2:9][CH2:10][CH2:11][N:12]1[C:20]([C:21]([OH:23])=[O:22])=[C:19]2[C:14]([C:15]3[CH:29]=[CH:28][C:27]([O:30][CH3:31])=[CH:26][C:16]=3[C:17]([CH3:25])=[CH:18]2)=[N:13]1)=[O:7])([CH3:3])([CH3:4])[CH3:2], predict the reactants needed to synthesize it. The reactants are: [C:1]([O:5][C:6]([NH:8][CH2:9][CH2:10][CH2:11][N:12]1[C:20]([C:21]([O:23]C)=[O:22])=[C:19]2[C:14]([C:15]3[CH:29]=[CH:28][C:27]([O:30][CH3:31])=[CH:26][C:16]=3[C:17]([CH3:25])=[CH:18]2)=[N:13]1)=[O:7])([CH3:4])([CH3:3])[CH3:2].O.[OH-].[Li+]. (4) Given the product [Cl:7][C:8]1[CH:9]=[C:10]([C@@H:18]([CH2:32][CH:33]2[CH2:34][CH2:35][CH2:36][CH2:37]2)[C:19]([NH:21][C:22]2[CH:27]=[N:26][C:25]([C@H:1]([OH:4])[C:49]([OH:44])([CH3:55])[CH3:50])=[CH:24][N:23]=2)=[O:20])[CH:11]=[CH:12][C:13]=1[S:14]([CH3:17])(=[O:16])=[O:15], predict the reactants needed to synthesize it. The reactants are: [C:1](=[O:4])([O-])[O-].[K+].[K+].[Cl:7][C:8]1[CH:9]=[C:10]([C@@H:18]([CH2:32][CH:33]2[CH2:37][CH2:36][CH2:35][CH2:34]2)[C:19]([NH:21][C:22]2[CH:27]=[N:26][C:25](C=C(C)C)=[CH:24][N:23]=2)=[O:20])[CH:11]=[CH:12][C:13]=1[S:14]([CH3:17])(=[O:16])=[O:15].CS(N)(=O)=O.S([O-])([O-])=[O:44].[Na+].[Na+].[C:49]1([CH3:55])C=CC=C[CH:50]=1.